From a dataset of Reaction yield outcomes from USPTO patents with 853,638 reactions. Predict the reaction yield, written as a fraction of the theoretical maximum amount of product (1.0 means a 100% yield; for example, 0.34 means a 34% yield). (1) The reactants are [CH2:1]([O:5][C:6]1[CH:11]=[CH:10][C:9]([C:12]2[CH:17]=[CH:16][C:15]([OH:18])=[C:14]([F:19])[C:13]=2[F:20])=[CH:8][C:7]=1[F:21])[CH2:2][CH2:3][CH3:4].C1(N=C=NC2CCCCC2)CCCCC1.CN(C1C=CC=CN=1)C.[CH2:46]([CH:49]1[CH2:54][CH2:53][CH:52]([CH:55]2[CH2:60][CH2:59][CH:58]([C:61](O)=[O:62])[CH2:57][CH2:56]2)[CH2:51][CH2:50]1)[CH2:47][CH3:48]. The catalyst is C1(C)C=CC=CC=1. The product is [CH2:46]([CH:49]1[CH2:54][CH2:53][CH:52]([CH:55]2[CH2:60][CH2:59][CH:58]([C:61]([O:18][C:15]3[CH:16]=[CH:17][C:12]([C:9]4[CH:10]=[CH:11][C:6]([O:5][CH2:1][CH2:2][CH2:3][CH3:4])=[C:7]([F:21])[CH:8]=4)=[C:13]([F:20])[C:14]=3[F:19])=[O:62])[CH2:57][CH2:56]2)[CH2:51][CH2:50]1)[CH2:47][CH3:48]. The yield is 0.670. (2) The reactants are [C:12]([O:11][C:9](O[C:9]([O:11][C:12]([CH3:15])([CH3:14])[CH3:13])=[O:10])=[O:10])([CH3:15])([CH3:14])[CH3:13].[NH2:16][C:17]1[CH:18]=[CH:19][C:20]([Cl:23])=[N:21][CH:22]=1.O. The catalyst is O1CCOCC1. The product is [C:12]([O:11][C:9](=[O:10])[NH:16][C:17]1[CH:22]=[N:21][C:20]([Cl:23])=[CH:19][CH:18]=1)([CH3:13])([CH3:14])[CH3:15]. The yield is 0.850. (3) The reactants are [NH2:1][C:2]1([CH2:8][NH:9][C:10]2[C:19]3[C:14](=[CH:15][CH:16]=[CH:17][CH:18]=3)[N:13]=[CH:12][C:11]=2[N+:20]([O-:22])=[O:21])[CH2:7][CH2:6][CH2:5][CH2:4][CH2:3]1.[OH-].[Na+].[C:25](O[C:25]([O:27][C:28]([CH3:31])([CH3:30])[CH3:29])=[O:26])([O:27][C:28]([CH3:31])([CH3:30])[CH3:29])=[O:26]. The catalyst is O1CCCC1. The product is [N+:20]([C:11]1[CH:12]=[N:13][C:14]2[C:19]([C:10]=1[NH:9][CH2:8][C:2]1([NH:1][C:25](=[O:26])[O:27][C:28]([CH3:31])([CH3:30])[CH3:29])[CH2:7][CH2:6][CH2:5][CH2:4][CH2:3]1)=[CH:18][CH:17]=[CH:16][CH:15]=2)([O-:22])=[O:21]. The yield is 0.590. (4) The reactants are [Cl:1][C:2]1[CH:11]=[CH:10][C:5]([C:6]([O:8][CH3:9])=[O:7])=[CH:4][C:3]=1[S:12](Cl)(=[O:14])=[O:13].[CH:16]1([NH2:19])[CH2:18][CH2:17]1. The catalyst is O1CCOCC1. The product is [Cl:1][C:2]1[CH:11]=[CH:10][C:5]([C:6]([O:8][CH3:9])=[O:7])=[CH:4][C:3]=1[S:12](=[O:14])(=[O:13])[NH:19][CH:16]1[CH2:18][CH2:17]1. The yield is 0.320. (5) The reactants are [CH3:1][C:2]1([CH3:21])[C:6]([CH3:8])([CH3:7])[O:5][B:4]([C:9]2[CH:14]=[CH:13][C:12]([NH:15][S:16]([CH:19]=[CH2:20])(=[O:18])=[O:17])=[CH:11][CH:10]=2)[O:3]1.[CH2:22]([NH:24][CH2:25][CH3:26])[CH3:23].C(OCC)(=O)C.ClCCl. The catalyst is CO. The product is [CH3:8][C:6]1([CH3:7])[C:2]([CH3:21])([CH3:1])[O:3][B:4]([C:9]2[CH:10]=[CH:11][C:12]([NH:15][S:16]([CH2:19][CH2:20][N:24]([CH2:25][CH3:26])[CH2:22][CH3:23])(=[O:18])=[O:17])=[CH:13][CH:14]=2)[O:5]1. The yield is 0.560. (6) The reactants are I[C:2]1[N:3]=[C:4]([CH3:7])[S:5][CH:6]=1.[CH2:8]([C:12]1[N:13]=[C:14]2[CH:19]=[CH:18][CH:17]=[CH:16][N:15]2[CH:20]=1)[CH2:9][C:10]#[CH:11]. The catalyst is C(N(CC)CC)C.[Cu](I)I.Cl[Pd](Cl)([P](C1C=CC=CC=1)(C1C=CC=CC=1)C1C=CC=CC=1)[P](C1C=CC=CC=1)(C1C=CC=CC=1)C1C=CC=CC=1. The product is [CH3:7][C:4]1[S:5][CH:6]=[C:2]([C:11]#[C:10][CH2:9][CH2:8][C:12]2[N:13]=[C:14]3[CH:19]=[CH:18][CH:17]=[CH:16][N:15]3[CH:20]=2)[N:3]=1. The yield is 0.140.